Dataset: Full USPTO retrosynthesis dataset with 1.9M reactions from patents (1976-2016). Task: Predict the reactants needed to synthesize the given product. (1) Given the product [S:27]1[C:22]2[CH:23]=[CH:24][CH:25]=[CH:26][C:21]=2[N:20]=[C:1]1[C:3]1[CH:17]=[CH:16][C:6]([O:7][C:8]([CH3:15])([CH3:14])[C:9]([O:11][CH2:12][CH3:13])=[O:10])=[C:5]([O:18][CH3:19])[CH:4]=1, predict the reactants needed to synthesize it. The reactants are: [CH:1]([C:3]1[CH:17]=[CH:16][C:6]([O:7][C:8]([CH3:15])([CH3:14])[C:9]([O:11][CH2:12][CH3:13])=[O:10])=[C:5]([O:18][CH3:19])[CH:4]=1)=O.[NH2:20][C:21]1[CH:26]=[CH:25][CH:24]=[CH:23][C:22]=1[SH:27]. (2) Given the product [CH2:16]([N:18]([CH2:19][CH3:20])[C:1](=[O:3])[C:4]1[CH:11]=[CH:10][C:7]([CH:8]=[O:9])=[CH:6][CH:5]=1)[CH3:17], predict the reactants needed to synthesize it. The reactants are: [C:1]([C:4]1[CH:11]=[CH:10][C:7]([CH:8]=[O:9])=[CH:6][CH:5]=1)([OH:3])=O.O=S(Cl)Cl.[CH2:16]([NH:18][CH2:19][CH3:20])[CH3:17].